This data is from Full USPTO retrosynthesis dataset with 1.9M reactions from patents (1976-2016). The task is: Predict the reactants needed to synthesize the given product. (1) Given the product [CH2:56]([NH:55][C:10](=[O:11])[C@@H:9]([NH:13][C:14]([C:16]1[CH:20]=[C:19]([C:21]2[CH:26]=[C:25]([O:27][C:28]3[CH:33]=[CH:32][C:31]([NH:34][C:35]([NH:37][C:38]4[CH:43]=[CH:42][CH:41]=[C:40]([CH3:44])[CH:39]=4)=[O:36])=[C:30]([F:45])[CH:29]=3)[CH:24]=[CH:23][N:22]=2)[NH:18][CH:17]=1)=[O:15])[CH2:8][CH2:7][C:6]([O:5][C:1]([CH3:2])([CH3:3])[CH3:4])=[O:46])[CH3:57], predict the reactants needed to synthesize it. The reactants are: [C:1]([O:5][C:6](=[O:46])[CH2:7][CH2:8][C@H:9]([NH:13][C:14]([C:16]1[CH:20]=[C:19]([C:21]2[CH:26]=[C:25]([O:27][C:28]3[CH:33]=[CH:32][C:31]([NH:34][C:35]([NH:37][C:38]4[CH:43]=[CH:42][CH:41]=[C:40]([CH3:44])[CH:39]=4)=[O:36])=[C:30]([F:45])[CH:29]=3)[CH:24]=[CH:23][N:22]=2)[NH:18][CH:17]=1)=[O:15])[C:10](O)=[O:11])([CH3:4])([CH3:3])[CH3:2].CN(C(O[N:55]1N=N[C:57]2C=CC=N[C:56]1=2)=[N+](C)C)C.F[P-](F)(F)(F)(F)F.C(N(CC)C(C)C)(C)C.C1COCC1.Cl. (2) The reactants are: [NH:1]1[CH2:7][CH2:6][CH2:5][CH2:4][CH:3]([NH:8][C:9]2[C:14]([C:15]3[N:16]=[C:17]4[CH:23]=[CH:22][N:21]([CH2:24][O:25][CH2:26][CH2:27][Si:28]([CH3:31])([CH3:30])[CH3:29])[C:18]4=[N:19][CH:20]=3)=[CH:13][CH:12]=[CH:11][N:10]=2)[CH2:2]1.[CH3:32][S:33](Cl)(=[O:35])=[O:34].CCN(C(C)C)C(C)C. Given the product [CH3:32][S:33]([N:1]1[CH2:7][CH2:6][CH2:5][CH2:4][CH:3]([NH:8][C:9]2[C:14]([C:15]3[N:16]=[C:17]4[CH:23]=[CH:22][N:21]([CH2:24][O:25][CH2:26][CH2:27][Si:28]([CH3:31])([CH3:30])[CH3:29])[C:18]4=[N:19][CH:20]=3)=[CH:13][CH:12]=[CH:11][N:10]=2)[CH2:2]1)(=[O:35])=[O:34], predict the reactants needed to synthesize it. (3) Given the product [C:29]([C:2]1[CH:7]=[CH:6][C:5]([N:8]2[C:13](=[O:14])[C:12]3[CH:15]=[CH:16][CH:17]=[N:18][C:11]=3[N:10]=[C:9]2[C@H:19]([NH:21][C:22](=[O:28])[O:23][C:24]([CH3:25])([CH3:26])[CH3:27])[CH3:20])=[CH:4][CH:3]=1)#[N:30], predict the reactants needed to synthesize it. The reactants are: I[C:2]1[CH:7]=[CH:6][C:5]([N:8]2[C:13](=[O:14])[C:12]3[CH:15]=[CH:16][CH:17]=[N:18][C:11]=3[N:10]=[C:9]2[C@H:19]([NH:21][C:22](=[O:28])[O:23][C:24]([CH3:27])([CH3:26])[CH3:25])[CH3:20])=[CH:4][CH:3]=1.[C-:29]#[N:30].[Na+]. (4) Given the product [C:1]([O:5][C:6]([N:8]1[CH2:13][CH2:12][C:11]([O:14][C:28](=[O:30])[CH3:29])([CH2:15][CH2:16][CH:17]=[CH2:18])[CH2:10][CH2:9]1)=[O:7])([CH3:4])([CH3:3])[CH3:2], predict the reactants needed to synthesize it. The reactants are: [C:1]([O:5][C:6]([N:8]1[CH2:13][CH2:12][C:11]([CH2:15][CH2:16][CH:17]=[CH2:18])([OH:14])[CH2:10][CH2:9]1)=[O:7])([CH3:4])([CH3:3])[CH3:2].CN(C1C=CC=CN=1)C.[C:28](OC(=O)C)(=[O:30])[CH3:29].C(N(CC)CC)C. (5) Given the product [C:8]([O:11][CH:12]1[CH2:17][CH2:16][NH:15][CH2:14][CH2:13]1)(=[O:10])[CH3:9], predict the reactants needed to synthesize it. The reactants are: FC(F)(F)C(O)=O.[C:8]([O:11][CH:12]1[CH2:17][CH2:16][N:15](C(OC(C)(C)C)=O)[CH2:14][CH2:13]1)(=[O:10])[CH3:9]. (6) Given the product [Br:7][C:8]1[CH:16]=[CH:12][C:11]([F:17])=[C:1]([CH:9]=1)[C:2]([Cl:4])=[O:3], predict the reactants needed to synthesize it. The reactants are: [C:1](Cl)(=O)[C:2]([Cl:4])=[O:3].[Br:7][C:8]1[CH:9]=C[C:11]([F:17])=[C:12]([CH:16]=1)C(O)=O.